This data is from Forward reaction prediction with 1.9M reactions from USPTO patents (1976-2016). The task is: Predict the product of the given reaction. (1) Given the reactants [NH2:1][C:2]1[C:3]([NH:11][CH:12]2[CH2:17][CH2:16][N:15]([C:18]([O:20][C:21]([CH3:24])([CH3:23])[CH3:22])=[O:19])[CH2:14][CH:13]2[F:25])=[C:4]2[S:10][CH:9]=[CH:8][C:5]2=[N:6][CH:7]=1.[OH:26][C@H:27]([CH3:31])[C:28](O)=[O:29].C(N(CC)C(C)C)(C)C.F[P-](F)(F)(F)(F)F.C[N+](C)=C(N(C)C)ON1C2N=CC=CC=2N=N1, predict the reaction product. The product is: [F:25][CH:13]1[CH:12]([NH:11][C:3]2[C:2]([NH:1][C:28](=[O:29])[C@H:27]([OH:26])[CH3:31])=[CH:7][N:6]=[C:5]3[CH:8]=[CH:9][S:10][C:4]=23)[CH2:17][CH2:16][N:15]([C:18]([O:20][C:21]([CH3:22])([CH3:24])[CH3:23])=[O:19])[CH2:14]1. (2) Given the reactants [C:1]1([C:7]2[NH:8][C:9]3[CH:15]=[CH:14][CH:13]=[CH:12][C:10]=3[N:11]=2)[CH:6]=[CH:5][CH:4]=[CH:3][CH:2]=1.[Br:16][CH2:17][CH2:18][CH2:19][CH2:20]Br.C(=O)([O-])[O-].[Cs+].[Cs+], predict the reaction product. The product is: [Br:16][CH2:17][CH2:18][CH2:19][CH2:20][N:11]1[C:10]2[CH:12]=[CH:13][CH:14]=[CH:15][C:9]=2[N:8]=[C:7]1[C:1]1[CH:2]=[CH:3][CH:4]=[CH:5][CH:6]=1. (3) Given the reactants CCN(CC)CC.[CH3:8][Si:9]([C:12]#[CH:13])([CH3:11])[CH3:10].[CH3:14][N:15]([CH3:35])[C:16]1[CH:25]=[C:24]2[C:19]([C:20](OS(C(F)(F)F)(=O)=O)=[CH:21][C:22](=[O:26])[O:23]2)=[CH:18][CH:17]=1, predict the reaction product. The product is: [CH3:14][N:15]([CH3:35])[C:16]1[CH:25]=[C:24]2[C:19]([C:20]([C:13]#[C:12][Si:9]([CH3:11])([CH3:10])[CH3:8])=[CH:21][C:22](=[O:26])[O:23]2)=[CH:18][CH:17]=1. (4) Given the reactants C[Si]([N-][Si](C)(C)C)(C)C.[K+].[C:11]([O:14][CH2:15][CH3:16])(=[O:13])[CH3:12].[CH3:17][O:18][C:19]([C:21]1[N:22]([C:26]([C:33](Cl)=[O:34])([CH3:32])[CH2:27][CH2:28][CH:29]([CH3:31])[CH3:30])[CH:23]=[CH:24][CH:25]=1)=[O:20], predict the reaction product. The product is: [CH3:17][O:18][C:19]([C:21]1[N:22]([C:26]([C:33](=[O:34])[CH2:12][C:11]([O:14][CH2:15][CH3:16])=[O:13])([CH3:32])[CH2:27][CH2:28][CH:29]([CH3:30])[CH3:31])[CH:23]=[CH:24][CH:25]=1)=[O:20]. (5) Given the reactants [C:1]1([S:7]([CH2:10][C:11]#[N:12])(=[O:9])=[O:8])[CH:6]=[CH:5][CH:4]=[CH:3][CH:2]=1.Br[CH2:14][C:15]1[C:16]([CH2:21]Br)=[CH:17][CH:18]=[CH:19][CH:20]=1, predict the reaction product. The product is: [C:1]1([S:7]([C:10]2([C:11]#[N:12])[CH2:21][C:16]3[C:15](=[CH:20][CH:19]=[CH:18][CH:17]=3)[CH2:14]2)(=[O:8])=[O:9])[CH:2]=[CH:3][CH:4]=[CH:5][CH:6]=1. (6) Given the reactants C(=O)C.C([O-])(=O)C.[NH4+:8].C([N:11](CC)[CH2:12][CH3:13])C.[CH:16]1([C:19](=O)[C:20](O)(O)[C:21]([O:23][CH2:24][CH3:25])=[O:22])[CH2:18][CH2:17]1, predict the reaction product. The product is: [CH2:24]([O:23][C:21]([C:20]1[NH:11][C:12]([CH3:13])=[N:8][C:19]=1[CH:16]1[CH2:18][CH2:17]1)=[O:22])[CH3:25]. (7) The product is: [CH2:47]([O:49][C:50]([N:52]1[CH2:53][CH2:54][N:55]([C:4](=[O:6])[CH2:3][N:1]([C:7]([O:9][CH2:10][C:11]2[CH:16]=[CH:15][CH:14]=[CH:13][CH:12]=2)=[O:8])[CH3:2])[CH2:56][CH2:57]1)=[O:51])[CH3:48]. Given the reactants [N:1]([C:7]([O:9][CH2:10][C:11]1[CH:16]=[CH:15][CH:14]=[CH:13][CH:12]=1)=[O:8])([CH2:3][C:4]([OH:6])=O)[CH3:2].C(N1CCOCC1)C.[B-](F)(F)(F)F.CCOC(C(C#N)=NOC(N(C)C)=[N+](C)C)=O.[CH2:47]([O:49][C:50]([N:52]1[CH2:57][CH2:56][NH:55][CH2:54][CH2:53]1)=[O:51])[CH3:48].C([O-])(O)=O.[Na+], predict the reaction product. (8) Given the reactants [H][H].[CH3:3][C:4]1[CH:5]=[CH:6][C:7]2[N:11]=[C:10]([C:12]3[C:24]4[C:23]5[C:18](=[CH:19][CH:20]=[CH:21][CH:22]=5)[C:17](=[N:25]O)[C:16]=4[CH:15]=[CH:14][CH:13]=3)[NH:9][C:8]=2[CH:27]=1, predict the reaction product. The product is: [CH3:3][C:4]1[CH:5]=[CH:6][C:7]2[N:11]=[C:10]([C:12]3[C:24]4[C:23]5[C:18](=[CH:19][CH:20]=[CH:21][CH:22]=5)[CH:17]([NH2:25])[C:16]=4[CH:15]=[CH:14][CH:13]=3)[NH:9][C:8]=2[CH:27]=1. (9) Given the reactants F[C:2]1[C:7]([F:8])=[CH:6][CH:5]=[CH:4][C:3]=1[NH2:9].ClC1C2[S:18][C:17]([SH:20])=NC=2C=CC=1, predict the reaction product. The product is: [F:8][C:7]1[C:2]2[S:18][C:17]([SH:20])=[N:9][C:3]=2[CH:4]=[CH:5][CH:6]=1.